Dataset: Forward reaction prediction with 1.9M reactions from USPTO patents (1976-2016). Task: Predict the product of the given reaction. (1) Given the reactants [N+:1]([C:4]1[CH:5]=[C:6]([CH:10](OC)[C:11]2[C:19]3[C:14](=[N:15][CH:16]=[C:17]([C:20]4[CH:21]=[N:22][CH:23]=[CH:24][CH:25]=4)[CH:18]=3)[NH:13][CH:12]=2)[CH:7]=[CH:8][CH:9]=1)([O-:3])=[O:2].FC(F)(F)C(O)=O.C([SiH](CC)CC)C.C(=O)(O)[O-].[Na+], predict the reaction product. The product is: [N+:1]([C:4]1[CH:5]=[C:6]([CH:7]=[CH:8][CH:9]=1)[CH2:10][C:11]1[C:19]2[C:14](=[N:15][CH:16]=[C:17]([C:20]3[CH:21]=[N:22][CH:23]=[CH:24][CH:25]=3)[CH:18]=2)[NH:13][CH:12]=1)([O-:3])=[O:2]. (2) The product is: [F:1][C:2](=[C:10]([F:12])[F:11])[CH2:3][CH2:4][CH:5]([OH:9])[CH2:6][CH2:7][S:26][C:25]1[N:21]([C:15]2[CH:20]=[CH:19][CH:18]=[CH:17][CH:16]=2)[N:22]=[N:23][N:24]=1. Given the reactants [F:1][C:2](=[C:10]([F:12])[F:11])[CH2:3][CH2:4][CH:5]([OH:9])[CH2:6][CH2:7]O.[OH-].[Na+].[C:15]1([N:21]2[C:25]([SH:26])=[N:24][N:23]=[N:22]2)[CH:20]=[CH:19][CH:18]=[CH:17][CH:16]=1.O, predict the reaction product.